Dataset: NCI-60 drug combinations with 297,098 pairs across 59 cell lines. Task: Regression. Given two drug SMILES strings and cell line genomic features, predict the synergy score measuring deviation from expected non-interaction effect. (1) Drug 1: CC1=CC2C(CCC3(C2CCC3(C(=O)C)OC(=O)C)C)C4(C1=CC(=O)CC4)C. Drug 2: COC1=NC(=NC2=C1N=CN2C3C(C(C(O3)CO)O)O)N. Cell line: LOX IMVI. Synergy scores: CSS=-8.72, Synergy_ZIP=1.71, Synergy_Bliss=-2.50, Synergy_Loewe=-7.76, Synergy_HSA=-7.36. (2) Drug 2: C1CN(P(=O)(OC1)NCCCl)CCCl. Drug 1: CN1CCC(CC1)COC2=C(C=C3C(=C2)N=CN=C3NC4=C(C=C(C=C4)Br)F)OC. Cell line: T-47D. Synergy scores: CSS=5.04, Synergy_ZIP=-2.18, Synergy_Bliss=3.12, Synergy_Loewe=-2.26, Synergy_HSA=2.58. (3) Drug 1: C1=CC(=CC=C1CCCC(=O)O)N(CCCl)CCCl. Drug 2: CC1=C(N=C(N=C1N)C(CC(=O)N)NCC(C(=O)N)N)C(=O)NC(C(C2=CN=CN2)OC3C(C(C(C(O3)CO)O)O)OC4C(C(C(C(O4)CO)O)OC(=O)N)O)C(=O)NC(C)C(C(C)C(=O)NC(C(C)O)C(=O)NCCC5=NC(=CS5)C6=NC(=CS6)C(=O)NCCC[S+](C)C)O. Cell line: DU-145. Synergy scores: CSS=7.47, Synergy_ZIP=2.53, Synergy_Bliss=0.530, Synergy_Loewe=-2.67, Synergy_HSA=0.251. (4) Drug 1: COC1=C(C=C2C(=C1)N=CN=C2NC3=CC(=C(C=C3)F)Cl)OCCCN4CCOCC4. Drug 2: COC1=C2C(=CC3=C1OC=C3)C=CC(=O)O2. Cell line: MALME-3M. Synergy scores: CSS=18.5, Synergy_ZIP=2.77, Synergy_Bliss=2.68, Synergy_Loewe=-13.4, Synergy_HSA=1.52. (5) Drug 1: CN(C)C(=N)N=C(N)N. Drug 2: C1=CC=C(C=C1)NC(=O)CCCCCCC(=O)NO. Cell line: SW-620. Synergy scores: CSS=40.0, Synergy_ZIP=5.29, Synergy_Bliss=5.37, Synergy_Loewe=-68.2, Synergy_HSA=3.80. (6) Drug 1: C1=NC2=C(N=C(N=C2N1C3C(C(C(O3)CO)O)O)F)N. Drug 2: CC12CCC3C(C1CCC2OP(=O)(O)O)CCC4=C3C=CC(=C4)OC(=O)N(CCCl)CCCl.[Na+]. Cell line: NCI/ADR-RES. Synergy scores: CSS=0.460, Synergy_ZIP=-5.91, Synergy_Bliss=-2.62, Synergy_Loewe=-21.2, Synergy_HSA=-5.90.